This data is from Forward reaction prediction with 1.9M reactions from USPTO patents (1976-2016). The task is: Predict the product of the given reaction. (1) Given the reactants Br[CH2:2][C:3]1[C:8]([CH2:9][CH2:10][CH2:11][CH3:12])=[C:7]([C:13]2[CH:18]=[CH:17][CH:16]=[CH:15][CH:14]=2)[N:6]=[CH:5][N:4]=1.[O:19]1[C:24]2[CH:25]=[CH:26][C:27]([CH2:29][NH:30][CH2:31][C:32]3[CH:37]=[CH:36][CH:35]=[C:34]([O:38][CH2:39][CH3:40])[CH:33]=3)=[CH:28][C:23]=2[O:22][CH2:21][CH2:20]1.C([O-])([O-])=O.[K+].[K+], predict the reaction product. The product is: [CH2:9]([C:8]1[C:3]([CH2:2][N:30]([CH2:29][C:27]2[CH:26]=[CH:25][C:24]3[O:19][CH2:20][CH2:21][O:22][C:23]=3[CH:28]=2)[CH2:31][C:32]2[CH:37]=[CH:36][CH:35]=[C:34]([O:38][CH2:39][CH3:40])[CH:33]=2)=[N:4][CH:5]=[N:6][C:7]=1[C:13]1[CH:18]=[CH:17][CH:16]=[CH:15][CH:14]=1)[CH2:10][CH2:11][CH3:12]. (2) The product is: [CH3:21][N:22]1[C:7](=[O:20])[C:8]([C:10]2[CH:19]=[CH:18][CH:17]=[CH:12][CH:11]=2)([C:10]2[CH:19]=[CH:18][C:17]3[CH2:16][CH2:15][CH2:14][CH2:13][C:12]=3[CH:11]=2)[NH:25][C:23]1=[S:24]. Given the reactants C1([C:7](=[O:20])[C:8]([C:10]2[CH:19]=[CH:18][C:17]3[CH2:16][CH2:15][CH2:14][CH2:13][C:12]=3[CH:11]=2)=O)C=CC=CC=1.[CH3:21][NH:22][C:23]([NH2:25])=[S:24].[OH-].[K+].Cl, predict the reaction product. (3) Given the reactants [Cl:1][C:2]1[CH:7]=[CH:6][C:5]([S:8][C:9]2[CH:14]=[CH:13][C:12]([N+:15]([O-])=O)=[CH:11][CH:10]=2)=[CH:4][CH:3]=1, predict the reaction product. The product is: [Cl:1][C:2]1[CH:7]=[CH:6][C:5]([S:8][C:9]2[CH:14]=[CH:13][C:12]([NH2:15])=[CH:11][CH:10]=2)=[CH:4][CH:3]=1. (4) Given the reactants Br[C:2]1[C:10]2[C:5](=[N:6][CH:7]=[N:8][C:9]=2[NH2:11])[N:4]([C:12]([CH3:15])([CH3:14])[CH3:13])[N:3]=1.[S:16]1[C:20](B(O)O)=[CH:19][C:18]2[CH:24]=[CH:25][CH:26]=[CH:27][C:17]1=2.C(=O)([O-])[O-].[Na+].[Na+].O, predict the reaction product. The product is: [S:16]1[C:20]([C:2]2[C:10]3[C:5](=[N:6][CH:7]=[N:8][C:9]=3[NH2:11])[N:4]([C:12]([CH3:15])([CH3:14])[CH3:13])[N:3]=2)=[CH:19][C:18]2[CH:24]=[CH:25][CH:26]=[CH:27][C:17]1=2. (5) Given the reactants C(O)[C:2](N)([CH2:5][OH:6])[CH2:3][OH:4].[O:9]1C2[C:14](=[CH:15][CH:16]=CC=2)[CH:13]=[CH:12][C:10]1=O.C1N=C(N)C2N=CN([C@@H]3O[C@H](COP(OP(OC[C@H]4O[C@@H](N5C=C(C(N)=O)CC=C5)[C@H](O)[C@@H]4O)(O)=O)(O)=O)[C@@H](O)[C@H]3OP(O)(O)=O)C=2N=1.ClC(Cl)(Cl)C(O)=O, predict the reaction product. The product is: [CH:16]1[C:3]([OH:4])=[CH:2][C:5]2[O:6][C:10]([CH:12]=[CH:13][C:14]=2[CH:15]=1)=[O:9]. (6) The product is: [Cl:1][C:2]1[CH:3]=[C:4]([CH:9]([NH:11][C:12]2[CH:17]=[C:16]([N:23]3[CH2:28][CH2:27][NH:26][CH2:25][CH2:24]3)[CH:15]=[CH:14][C:13]=2[S:19]([CH3:22])(=[O:21])=[O:20])[CH3:10])[CH:5]=[C:6]([Cl:8])[CH:7]=1. Given the reactants [Cl:1][C:2]1[CH:3]=[C:4]([CH:9]([NH:11][C:12]2[CH:17]=[C:16](F)[CH:15]=[CH:14][C:13]=2[S:19]([CH3:22])(=[O:21])=[O:20])[CH3:10])[CH:5]=[C:6]([Cl:8])[CH:7]=1.[N:23]1(C(OC(C)(C)C)=O)[CH2:28][CH2:27][NH:26][CH2:25][CH2:24]1.C(N(CC)C(C)C)(C)C, predict the reaction product. (7) Given the reactants [F:1][C:2]1[CH:7]=[CH:6][CH:5]=[CH:4][C:3]=1[C:8]1[N:9]=[C:10]([CH3:22])[N:11]2[C:16]=1[C:15]([N:17]1[CH:21]=NC=N1)=[N:14][CH:13]=[N:12]2.[CH:23]1([C:26]2[N:27]=[CH:28][C:29]3[CH2:35]NC[CH2:32][C:30]=3[N:31]=2)[CH2:25][CH2:24]1.C(=O)([O-])[O-].[Cs+].[Cs+], predict the reaction product. The product is: [CH:23]1([C:26]2[N:27]=[CH:28][C:29]3[CH2:35][N:17]([C:15]4[C:16]5=[C:8]([C:3]6[CH:4]=[CH:5][CH:6]=[CH:7][C:2]=6[F:1])[N:9]=[C:10]([CH3:22])[N:11]5[N:12]=[CH:13][N:14]=4)[CH2:21][CH2:32][C:30]=3[N:31]=2)[CH2:25][CH2:24]1. (8) Given the reactants C(N(CCCC)C(C1N=C(C2C=CC(C(O)=O)=CC=2C(N2[C@H](CO)CC3C(=CC=CC=3)C2)=O)N(CCC2C=CC=CC=2)C=1)=O)CCC.[Si:48]([O:55][CH2:56][C@@H:57]1[CH2:66][C:65]2[C:60](=[CH:61][CH:62]=[CH:63][CH:64]=2)[CH2:59][N:58]1[C:67]([C:69]1[CH:70]=[C:71]([CH:76]=[CH:77][C:78]=1[C:79]1[N:80]([CH2:95][CH2:96][CH2:97][N:98]2[CH2:103][CH2:102][N:101]([CH3:104])[CH2:100][CH2:99]2)[CH:81]=[C:82]([C:84](=[O:94])[N:85]([CH2:90][CH2:91][CH2:92][CH3:93])[CH2:86][CH2:87][CH2:88][CH3:89])[N:83]=1)[C:72]([O:74]C)=[O:73])=[O:68])([C:51]([CH3:54])([CH3:53])[CH3:52])([CH3:50])[CH3:49], predict the reaction product. The product is: [Si:48]([O:55][CH2:56][C@@H:57]1[CH2:66][C:65]2[C:60](=[CH:61][CH:62]=[CH:63][CH:64]=2)[CH2:59][N:58]1[C:67]([C:69]1[CH:70]=[C:71]([CH:76]=[CH:77][C:78]=1[C:79]1[N:80]([CH2:95][CH2:96][CH2:97][N:98]2[CH2:103][CH2:102][N:101]([CH3:104])[CH2:100][CH2:99]2)[CH:81]=[C:82]([C:84](=[O:94])[N:85]([CH2:90][CH2:91][CH2:92][CH3:93])[CH2:86][CH2:87][CH2:88][CH3:89])[N:83]=1)[C:72]([OH:74])=[O:73])=[O:68])([C:51]([CH3:53])([CH3:52])[CH3:54])([CH3:49])[CH3:50]. (9) Given the reactants [Br:1][C:2]1[N:3]=[C:4]([C:10]#[C:11][CH2:12][Si](C)(C)C)[C:5]([NH2:9])=[N:6][C:7]=1[Cl:8].CC([O-])(C)C.[K+].Cl, predict the reaction product. The product is: [Br:1][C:2]1[N:3]=[C:4]2[CH:10]=[C:11]([CH3:12])[NH:9][C:5]2=[N:6][C:7]=1[Cl:8]. (10) Given the reactants C(N(CC)CC)C.[CH2:8]([O:10][C:11](=[O:41])[CH2:12][C:13]1[CH:22]=[C:21]([C:23](=[O:39])[C:24]2[CH:29]=[CH:28][C:27]([S:30]([N:33]3[CH2:38][CH2:37][NH:36][CH2:35][CH2:34]3)(=[O:32])=[O:31])=[CH:26][CH:25]=2)[C:20]2[C:15](=[CH:16][CH:17]=[C:18]([F:40])[CH:19]=2)[CH:14]=1)[CH3:9].Cl[C:43]([O:45][CH2:46][CH3:47])=[O:44], predict the reaction product. The product is: [CH2:46]([O:45][C:43]([N:36]1[CH2:37][CH2:38][N:33]([S:30]([C:27]2[CH:26]=[CH:25][C:24]([C:23]([C:21]3[C:20]4[C:15](=[CH:16][CH:17]=[C:18]([F:40])[CH:19]=4)[CH:14]=[C:13]([CH2:12][C:11]([O:10][CH2:8][CH3:9])=[O:41])[CH:22]=3)=[O:39])=[CH:29][CH:28]=2)(=[O:31])=[O:32])[CH2:34][CH2:35]1)=[O:44])[CH3:47].